This data is from Reaction yield outcomes from USPTO patents with 853,638 reactions. The task is: Predict the reaction yield, written as a fraction of the theoretical maximum amount of product (1.0 means a 100% yield; for example, 0.34 means a 34% yield). (1) The reactants are [NH2:1][C:2]1[CH:3]=[C:4]([C:8]2[C:16]([C:17]3[CH:22]=[CH:21][N:20]=[C:19]([NH:23][C:24]4[CH:29]=[CH:28][CH:27]=[C:26]([C:30]5[O:34][CH:33]=[N:32][CH:31]=5)[CH:25]=4)[N:18]=3)=[C:11]3[CH:12]=[CH:13][CH:14]=[CH:15][N:10]3[N:9]=2)[CH:5]=[CH:6][CH:7]=1.[S:35]1[CH:39]=[CH:38][CH:37]=[C:36]1[CH2:40][C:41](Cl)=[O:42].C(O)C(N)(CO)CO. The catalyst is C1COCC1. The product is [O:34]1[C:30]([C:26]2[CH:25]=[C:24]([NH:23][C:19]3[N:18]=[C:17]([C:16]4[C:8]([C:4]5[CH:3]=[C:2]([NH:1][C:41](=[O:42])[CH2:40][C:36]6[S:35][CH:39]=[CH:38][CH:37]=6)[CH:7]=[CH:6][CH:5]=5)=[N:9][N:10]5[CH:15]=[CH:14][CH:13]=[CH:12][C:11]=45)[CH:22]=[CH:21][N:20]=3)[CH:29]=[CH:28][CH:27]=2)=[CH:31][N:32]=[CH:33]1. The yield is 0.360. (2) The reactants are [CH3:1][C:2]1[N:3]=[C:4]([C:7]2[CH:8]=[N:9][NH:10][C:11]=2[NH2:12])[S:5][CH:6]=1.[Cl:13][C:14]1[CH:19]=[CH:18][C:17]([C:20](=O)[CH2:21][C:22](OCC)=[O:23])=[CH:16][CH:15]=1.CC1C=CC(S(O)(=O)=O)=CC=1. The catalyst is CCCCO. The product is [Cl:13][C:14]1[CH:15]=[CH:16][C:17]([C:20]2[NH:12][C:11]3[N:10]([N:9]=[CH:8][C:7]=3[C:4]3[S:5][CH:6]=[C:2]([CH3:1])[N:3]=3)[C:22](=[O:23])[CH:21]=2)=[CH:18][CH:19]=1. The yield is 0.420. (3) The reactants are [NH2:1][C:2]1[C:3]([CH2:8][C:9]([O:11]CC)=O)=[N:4][CH:5]=[CH:6][CH:7]=1.Cl. The catalyst is C(OCC)C. The product is [NH:1]1[C:2]2[C:3](=[N:4][CH:5]=[CH:6][CH:7]=2)[CH2:8][C:9]1=[O:11]. The yield is 0.620. (4) The reactants are FC(F)(F)S(O[C:7]1[CH:12]=[CH:11][C:10]([N:13]2[CH:18]=[C:17]([O:19][CH3:20])[C:16](=[O:21])[C:15]([C:22]3[N:26]([C:27]4[CH:32]=[CH:31][CH:30]=[CH:29][CH:28]=4)[N:25]=[CH:24][CH:23]=3)=[N:14]2)=[C:9]([F:33])[CH:8]=1)(=O)=O.[CH:36]1([CH:39]=[CH2:40])[CH2:38][CH2:37]1.CCN(C(C)C)C(C)C. The catalyst is CN(C=O)C.C([O-])(O)=O.[Na+].[Cu]I.Cl[Pd](Cl)([P](C1C=CC=CC=1)(C1C=CC=CC=1)C1C=CC=CC=1)[P](C1C=CC=CC=1)(C1C=CC=CC=1)C1C=CC=CC=1.C1C=CC(P(C2C=CC=CC=2)C2C=CC=CC=2)=CC=1. The product is [CH:36]1([C:39]#[C:40][C:7]2[CH:12]=[CH:11][C:10]([N:13]3[CH:18]=[C:17]([O:19][CH3:20])[C:16](=[O:21])[C:15]([C:22]4[N:26]([C:27]5[CH:28]=[CH:29][CH:30]=[CH:31][CH:32]=5)[N:25]=[CH:24][CH:23]=4)=[N:14]3)=[C:9]([F:33])[CH:8]=2)[CH2:38][CH2:37]1. The yield is 0.850. (5) The reactants are [C:1]([C:3]1[CH:4]=[C:5]2[C:9](=[CH:10][CH:11]=1)[NH:8][C:7](=[O:12])[C:6]2(O)[C:13]1[C:14]([O:19][CH2:20][CH3:21])=[N:15][CH:16]=[CH:17][CH:18]=1)#[N:2].N1C=CC=CC=1.S(Cl)([Cl:31])=O.ClCCl.CO. The catalyst is ClCCl. The product is [Cl:31][C:6]1([C:13]2[C:14]([O:19][CH2:20][CH3:21])=[N:15][CH:16]=[CH:17][CH:18]=2)[C:5]2[C:9](=[CH:10][CH:11]=[C:3]([C:1]#[N:2])[CH:4]=2)[NH:8][C:7]1=[O:12]. The yield is 0.890. (6) The reactants are [C:1]1([C:7]2[CH2:11][CH:10]([CH2:12][CH2:13][CH:14]=O)[O:9][N:8]=2)[CH:6]=[CH:5][CH:4]=[CH:3][CH:2]=1.Cl.[Cl:17][C:18]1[CH:23]=[CH:22][CH:21]=[CH:20][C:19]=1[N:24]1[CH2:29][CH2:28][NH:27][CH2:26][CH2:25]1.[BH-](OC(C)=O)(OC(C)=O)OC(C)=O.[Na+].C(N(C(C)C)CC)(C)C. The catalyst is C(Cl)Cl. The product is [Cl:17][C:18]1[CH:23]=[CH:22][CH:21]=[CH:20][C:19]=1[N:24]1[CH2:29][CH2:28][N:27]([CH2:14][CH2:13][CH2:12][CH:10]2[O:9][N:8]=[C:7]([C:1]3[CH:6]=[CH:5][CH:4]=[CH:3][CH:2]=3)[CH2:11]2)[CH2:26][CH2:25]1. The yield is 0.872. (7) The reactants are C[O:2][C:3]([C:5]1([NH:18][C:19](=[O:31])[C:20]2[CH:25]=[CH:24][CH:23]=[C:22]([CH3:26])[C:21]=2[O:27][CH:28](C)[CH3:29])[CH2:16][C:15]2[C:17]3[C:11]([CH:12]=[CH:13][CH:14]=2)=[CH:10][CH:9]=[CH:8][C:7]=3[CH2:6]1)=[O:4].[OH-].[K+].O.[CH3:35]CO. No catalyst specified. The product is [CH2:28]([O:27][C:21]1[C:22]([CH3:26])=[CH:23][CH:24]=[CH:25][C:20]=1[C:19]([NH:18][C:5]1([C:3]([OH:2])=[O:4])[CH2:16][C:15]2[C:17]3[C:11]([CH:12]=[CH:13][CH:14]=2)=[CH:10][CH:9]=[CH:8][C:7]=3[CH2:6]1)=[O:31])[CH:29]=[CH2:35]. The yield is 0.930.